Dataset: Full USPTO retrosynthesis dataset with 1.9M reactions from patents (1976-2016). Task: Predict the reactants needed to synthesize the given product. (1) Given the product [CH3:26][O:25][C:23](=[O:24])[CH2:1][C:2]1[C:11]2[C:6](=[CH:7][CH:8]=[CH:9][CH:10]=2)[C:5]([C:12]#[N:13])=[CH:4][CH:3]=1, predict the reactants needed to synthesize it. The reactants are: [CH3:1][C:2]1[C:11]2[C:6](=[CH:7][CH:8]=[CH:9][CH:10]=2)[C:5]([C:12]#[N:13])=[CH:4][CH:3]=1.[Li+].CC([N-]C(C)C)C.Cl[C:23]([O:25][CH3:26])=[O:24]. (2) Given the product [NH2:39][CH:38]([C:2]1[CH:7]=[CH:6][C:5]([O:8][CH3:9])=[CH:4][CH:3]=1)[C:14]([NH:15][CH3:16])=[O:30], predict the reactants needed to synthesize it. The reactants are: Br[C:2]1[CH:7]=[CH:6][C:5]([O:8][CH3:9])=[CH:4][CH:3]=1.C(OC(=O)[CH2:14][N:15]=[C:16](C1C=CC=CC=1)C1C=CC=CC=1)C.[O-:30]P([O-])([O-])=O.[K+].[K+].[K+].[CH3:38][NH2:39].Cl. (3) Given the product [NH2:1][C:2]1[C:7]([C:8]([O:10][CH3:11])=[O:9])=[C:6]([O:12][CH2:15][C:16](=[O:17])[NH2:18])[C:5]([Br:13])=[CH:4][CH:3]=1, predict the reactants needed to synthesize it. The reactants are: [NH2:1][C:2]1[C:7]([C:8]([O:10][CH3:11])=[O:9])=[C:6]([OH:12])[C:5]([Br:13])=[CH:4][CH:3]=1.Br[CH2:15][C:16]([NH2:18])=[O:17].C(=O)([O-])[O-].[K+].[K+]. (4) Given the product [CH2:1]([O:8][C:9](=[O:15])[CH2:10][CH2:11][C:12]([Cl:18])=[O:13])[C:2]1[CH:7]=[CH:6][CH:5]=[CH:4][CH:3]=1, predict the reactants needed to synthesize it. The reactants are: [CH2:1]([O:8][C:9](=[O:15])[CH2:10][CH2:11][C:12](O)=[O:13])[C:2]1[CH:7]=[CH:6][CH:5]=[CH:4][CH:3]=1.S(Cl)([Cl:18])=O. (5) Given the product [NH2:32][C:21]1[CH:20]=[C:19]([C:14]2[CH:15]=[CH:16][CH:17]=[CH:18][C:13]=2[O:12][CH:11]([F:10])[F:35])[CH:31]=[CH:30][C:22]=1[C:23]([O:25][C:26]([CH3:29])([CH3:28])[CH3:27])=[O:24], predict the reactants needed to synthesize it. The reactants are: O.C([O-])=O.[Na+].C(O)(=O)C.[F:10][CH:11]([F:35])[O:12][C:13]1[CH:18]=[CH:17][CH:16]=[CH:15][C:14]=1[C:19]1[CH:31]=[CH:30][C:22]([C:23]([O:25][C:26]([CH3:29])([CH3:28])[CH3:27])=[O:24])=[C:21]([N+:32]([O-])=O)[CH:20]=1. (6) Given the product [CH3:19][CH:20]([C:24]([NH:26][CH2:27][C:28]1[CH:33]=[CH:32][CH:31]=[C:30]([C:34]([F:35])([F:36])[F:37])[CH:29]=1)=[O:25])[C:21]([NH:1][CH:2]1[C:8](=[O:9])[N:7]([CH3:10])[C:6]2[CH:11]=[CH:12][CH:13]=[CH:14][C:5]=2[C:4]2[CH:15]=[CH:16][CH:17]=[CH:18][C:3]1=2)=[O:22], predict the reactants needed to synthesize it. The reactants are: [NH2:1][CH:2]1[C:8](=[O:9])[N:7]([CH3:10])[C:6]2[CH:11]=[CH:12][CH:13]=[CH:14][C:5]=2[C:4]2[CH:15]=[CH:16][CH:17]=[CH:18][C:3]1=2.[CH3:19][CH:20]([C:24]([NH:26][CH2:27][C:28]1[CH:33]=[CH:32][CH:31]=[C:30]([C:34]([F:37])([F:36])[F:35])[CH:29]=1)=[O:25])[C:21](O)=[O:22]. (7) Given the product [OH:32][CH2:36][CH:35]1[CH:17]2[CH2:18][CH:33]([CH2:15][CH2:16]2)[CH:34]1[N:1]1[C:5]2=[C:6]3[CH:12]=[CH:11][NH:10][C:7]3=[N:8][CH:9]=[C:4]2[NH:3][C:2]1=[O:13], predict the reactants needed to synthesize it. The reactants are: [NH:1]1[C:5]2=[C:6]3[CH:12]=[CH:11][NH:10][C:7]3=[N:8][CH:9]=[C:4]2[NH:3][C:2]1=[O:13].[F-].[CH2:15]([N+](CCCC)(CCCC)CCCC)[CH2:16][CH2:17][CH3:18].[O:32]1[CH2:36][CH2:35][CH2:34][CH2:33]1. (8) Given the product [NH2:1][C:2]1[N:7]=[C:6]2[O:8][C:9]3[C:14]([CH2:15][C:5]2=[C:4]([NH2:17])[C:3]=1[C:18]#[N:19])=[CH:13][CH:12]=[C:11]([O:16][CH2:21][CH2:22][NH2:23])[CH:10]=3, predict the reactants needed to synthesize it. The reactants are: [NH2:1][C:2]1[N:7]=[C:6]2[O:8][C:9]3[C:14]([CH2:15][C:5]2=[C:4]([NH2:17])[C:3]=1[C:18]#[N:19])=[CH:13][CH:12]=[C:11]([OH:16])[CH:10]=3.Br[CH2:21][CH2:22][NH2:23].BrCCOCC.